Dataset: Peptide-MHC class II binding affinity with 134,281 pairs from IEDB. Task: Regression. Given a peptide amino acid sequence and an MHC pseudo amino acid sequence, predict their binding affinity value. This is MHC class II binding data. (1) The peptide sequence is ANVMAASLRKAGKSV. The MHC is HLA-DQA10501-DQB10302 with pseudo-sequence HLA-DQA10501-DQB10302. The binding affinity (normalized) is 0. (2) The peptide sequence is DPEDSALLEDPA. The MHC is DRB1_0404 with pseudo-sequence DRB1_0404. The binding affinity (normalized) is 0. (3) The peptide sequence is RGIEYIQHNGVVQES. The MHC is DRB3_0101 with pseudo-sequence DRB3_0101. The binding affinity (normalized) is 0. (4) The peptide sequence is DKELYPLASLRSLFG. The binding affinity (normalized) is 0. The MHC is HLA-DQA10102-DQB10502 with pseudo-sequence HLA-DQA10102-DQB10502. (5) The peptide sequence is KVTAKGVSEANTCAA. The MHC is DRB1_1501 with pseudo-sequence DRB1_1501. The binding affinity (normalized) is 0.159. (6) The peptide sequence is RCLVKEIPPRLLYAK. The MHC is HLA-DQA10301-DQB10302 with pseudo-sequence HLA-DQA10301-DQB10302. The binding affinity (normalized) is 0.109.